This data is from Reaction yield outcomes from USPTO patents with 853,638 reactions. The task is: Predict the reaction yield, written as a fraction of the theoretical maximum amount of product (1.0 means a 100% yield; for example, 0.34 means a 34% yield). The reactants are [ClH:1].[CH2:2]([C:6]1[N:7]=[C:8]([NH2:11])[NH:9][CH:10]=1)[CH2:3][C:4]#[CH:5].[N:12]([CH2:15][CH2:16][CH2:17][C:18]1[CH:23]=[CH:22][CH:21]=[CH:20][CH:19]=1)=[N+:13]=[N-:14]. No catalyst specified. The product is [ClH:1].[C:18]1([CH2:17][CH2:16][CH2:15][N:12]2[CH:5]=[C:4]([CH2:3][CH2:2][C:6]3[N:7]=[C:8]([NH2:11])[NH:9][CH:10]=3)[N:14]=[N:13]2)[CH:23]=[CH:22][CH:21]=[CH:20][CH:19]=1. The yield is 0.360.